Predict which catalyst facilitates the given reaction. From a dataset of Catalyst prediction with 721,799 reactions and 888 catalyst types from USPTO. (1) Reactant: C([O:5][C:6](=O)[NH:7][C:8]1([C:11](=[O:29])[NH:12][C:13]2[CH:18]=[CH:17][C:16]([C:19]3[CH:24]=[CH:23][CH:22]=[CH:21][C:20]=3[S:25]([CH3:28])(=[O:27])=[O:26])=[CH:15][CH:14]=2)[CH2:10][CH2:9]1)(C)(C)C.C(O)(C(F)(F)F)=O.C(N(CC)CC)C.[Cl:45][C:46]1[CH:51]=[CH:50][C:49]([N:52]=C=O)=[CH:48][CH:47]=1. Product: [CH3:28][S:25]([C:20]1[CH:21]=[CH:22][CH:23]=[CH:24][C:19]=1[C:16]1[CH:17]=[CH:18][C:13]([NH:12][C:11]([C:8]2([NH:7][C:6]([NH:52][C:49]3[CH:50]=[CH:51][C:46]([Cl:45])=[CH:47][CH:48]=3)=[O:5])[CH2:9][CH2:10]2)=[O:29])=[CH:14][CH:15]=1)(=[O:26])=[O:27]. The catalyst class is: 2. (2) Reactant: [I:1][C:2]1[CH:3]=[C:4]([CH:19]=[CH:20][CH:21]=1)[C:5]([NH:7][NH:8][C:9](=[O:18])[C:10]1[CH:15]=[CH:14][CH:13]=[C:12]([O:16][CH3:17])[CH:11]=1)=O. Product: [I:1][C:2]1[CH:3]=[C:4]([C:5]2[O:18][C:9]([C:10]3[CH:15]=[CH:14][CH:13]=[C:12]([O:16][CH3:17])[CH:11]=3)=[N:8][N:7]=2)[CH:19]=[CH:20][CH:21]=1. The catalyst class is: 265. (3) Reactant: [F:1][C:2]1[CH:7]=[C:6]([F:8])[CH:5]=[CH:4][C:3]=1[N:9]=[C:10]=[S:11].[CH2:12]([NH2:17])[C:13]([CH3:16])([CH3:15])[CH3:14]. Product: [F:1][C:2]1[CH:7]=[C:6]([F:8])[CH:5]=[CH:4][C:3]=1[NH:9][C:10]([NH:17][CH2:12][C:13]([CH3:16])([CH3:15])[CH3:14])=[S:11]. The catalyst class is: 4. (4) Reactant: O1[C:5]2([CH2:10][CH2:9][N:8]([C:11]3([CH3:24])[CH2:16][CH2:15][N:14]([C:17]([O:19][C:20]([CH3:23])([CH3:22])[CH3:21])=[O:18])[CH2:13][CH2:12]3)[CH2:7][CH2:6]2)[O:4]CC1.Cl.[OH-].[Na+].CC(OC(OC(OC(C)(C)C)=O)=O)(C)C. Product: [CH3:24][C:11]1([N:8]2[CH2:7][CH2:6][C:5](=[O:4])[CH2:10][CH2:9]2)[CH2:12][CH2:13][N:14]([C:17]([O:19][C:20]([CH3:21])([CH3:22])[CH3:23])=[O:18])[CH2:15][CH2:16]1. The catalyst class is: 27.